Dataset: Forward reaction prediction with 1.9M reactions from USPTO patents (1976-2016). Task: Predict the product of the given reaction. Given the reactants [C:1]([O:5][C:6]([N:8]1[CH2:11][CH:10]([C:12]2[CH:13]=[C:14]3[CH:20]=[CH:19][NH:18][C:15]3=[N:16][CH:17]=2)[CH2:9]1)=[O:7])([CH3:4])([CH3:3])[CH3:2].[F:21][CH:22]([F:34])[O:23][C:24]1[CH:25]=[C:26]([S:30](Cl)(=[O:32])=[O:31])[CH:27]=[CH:28][CH:29]=1, predict the reaction product. The product is: [C:1]([O:5][C:6]([N:8]1[CH2:11][CH:10]([C:12]2[CH:13]=[C:14]3[CH:20]=[CH:19][N:18]([S:30]([C:26]4[CH:27]=[CH:28][CH:29]=[C:24]([O:23][CH:22]([F:21])[F:34])[CH:25]=4)(=[O:32])=[O:31])[C:15]3=[N:16][CH:17]=2)[CH2:9]1)=[O:7])([CH3:4])([CH3:2])[CH3:3].